This data is from Reaction yield outcomes from USPTO patents with 853,638 reactions. The task is: Predict the reaction yield, written as a fraction of the theoretical maximum amount of product (1.0 means a 100% yield; for example, 0.34 means a 34% yield). (1) The reactants are [CH3:1][N:2]1[CH2:6][CH2:5][NH:4][C:3]1=[S:7].[CH3:8][I:9]. The catalyst is CC(C)=O. The product is [IH:9].[CH3:1][N:2]1[CH2:6][CH2:5][N:4]=[C:3]1[S:7][CH3:8]. The yield is 0.770. (2) The reactants are Br[C:2]1[N:3]=[C:4]2[CH:10]=[CH:9][N:8]([S:11]([C:14]3[CH:20]=[CH:19][C:17]([CH3:18])=[CH:16][CH:15]=3)(=[O:13])=[O:12])[C:5]2=[N:6][CH:7]=1.[CH:21](/B(O)O)=[CH:22]\[C:23]1[CH:28]=[CH:27][CH:26]=[CH:25][CH:24]=1.C([O-])([O-])=O.[Na+].[Na+]. The catalyst is C1COCC1.O.C(Cl)Cl.C1C=CC(P(C2C=CC=CC=2)[C-]2C=CC=C2)=CC=1.C1C=CC(P(C2C=CC=CC=2)[C-]2C=CC=C2)=CC=1.Cl[Pd]Cl.[Fe+2]. The product is [CH:21](/[C:2]1[N:3]=[C:4]2[CH:10]=[CH:9][N:8]([S:11]([C:14]3[CH:20]=[CH:19][C:17]([CH3:18])=[CH:16][CH:15]=3)(=[O:13])=[O:12])[C:5]2=[N:6][CH:7]=1)=[CH:22]\[C:23]1[CH:28]=[CH:27][CH:26]=[CH:25][CH:24]=1. The yield is 0.360.